Dataset: Experimentally validated miRNA-target interactions with 360,000+ pairs, plus equal number of negative samples. Task: Binary Classification. Given a miRNA mature sequence and a target amino acid sequence, predict their likelihood of interaction. (1) The miRNA is rno-miR-126a-3p with sequence UCGUACCGUGAGUAAUAAUGCG. The protein sequence of the target gene is MSFTTRSTFSTNYRSLGSVQAPSYGARPVSSAASVYAGAGGSGSRISVSRSTSFRGGMGSGGLATGIAGGLAGMGGIQNEKETMQSLNDRLASYLDRVRSLETENRRLESKIREHLEKKGPQVRDWSHYFKIIEDLRAQIFANTVDNARIVLQIDNARLAADDFRVKYETELAMRQSVENDIHGLRKVIDDTNITRLQLETEIEALKEELLFMKKNHEEEVKGLQAQIASSGLTVEVDAPKSQDLAKIMADIRAQYDELARKNREELDKYWSQQIEESTTVVTTQSAEVGAAETTLTELR.... Result: 0 (no interaction). (2) The miRNA is hsa-miR-890 with sequence UACUUGGAAAGGCAUCAGUUG. The protein sequence of the target gene is MSLLAKPMSFETTAITFFIILLICLICILLLLVVFLYKCFQGRKGKETKKVPCTDANGGVDCAAAKVVTSNPEDHERILMQVMNLNVPMRPGILVQRQSKEVLATPLENRRDMEAEEENQINEKQEPENAGETGQEEDDGLQKIHTSVTRTPSVVESQKRPLKGVTFSREVIVVDLGNEYPTPRSYTREHKERK. Result: 0 (no interaction). (3) The miRNA is hsa-miR-6499-3p with sequence AGCAGUGUUUGUUUUGCCCACA. The protein sequence of the target gene is MAARPGPLWLLGLTLCALGGGGPGLRPPPGCPQRRLGARERRDVQREILAVLGLPGRPRPRAPPAASRLPASAPLFMLDLYHAMAGDDDEDGAPAEQRLGRADLVMSFVNMVERDRALGHQEPHWKEFRFDLTQIPAGEAVTAAEFRIYKVPSIHLLNRTLHVSMFQVVQEQSNRESDLFFLDLQTLRAGDEGWLVLDVTAASDCWLLKRHKDLGLRLYVETEDGHSVDPGLAGLLGQRAPRSQQPFVVTFFRASPSPIRTPRAVRPLRRRQPKKSNELPQANRLPGIFDDVRGSHGRQV.... Result: 1 (interaction). (4) The miRNA is hsa-miR-122-5p with sequence UGGAGUGUGACAAUGGUGUUUG. The protein sequence of the target gene is MRPWTGSWRWIMLILFAWGTLLFYIGGHLVRDNDHPDHSSRELSKILAKLERLKQQNEDLRRMAESLRIPEGPIDQGPAIGRVRVLEEQLVKAKEQIENYKKQTRNGLGKDHEILRRRIENGAKELWFFLQSELKKLKNLEGNELQRHADEFLLDLGHHERSIMTDLYYLSQTDGAGDWREKEAKDLTELVQRRITYLQNPKDCSKAKKLVCNINKGCGYGCQLHHVVYCFMIAYGTQRTLILESQNWRYATGGWETVFRPVSETCTDRSGISTGHWSGEVKDKNVQVVELPIVDSLHPR.... Result: 1 (interaction). (5) The miRNA is hsa-miR-659-3p with sequence CUUGGUUCAGGGAGGGUCCCCA. The protein sequence of the target gene is MVLAVAMSQDADPSGPEQPDRDACVMPGVQGPSVPQGQQGMQPLPPPPPPQPQASLPQIIQNAAKLLDKSPFSVNNQNPLLTSPASVQLAQIQAQLTLHRLKMAQTAVTNNTAAATVLNQVLSKVAMSQPLFNQLRHPSVLGTAHGPTGVSQHAASVPSAHFPSTAIAFSPPSQTGGPGPSVSLPSQPPNAMVVHTFSGVVPQTPAQPAVILSLGKAGPTPATTGFYDYGKANSGQAYGSETEGQPGFLPASASATASGSMTYEGHYSHTGQDGQPAFSKDFYGPNAQGPHIAGGFPADQ.... Result: 0 (no interaction). (6) The miRNA is hsa-miR-3127-5p with sequence AUCAGGGCUUGUGGAAUGGGAAG. The protein sequence of the target gene is MGLPRRLLLLLLLATTCVPASQGLQCMQCESNQSCLVEECALGQDLCRTTVLREWQDDRELEVVTRGCAHSEKTNRTMSYRMGSMIISLTETVCATNLCNRPRPGARGRAFPQGRYLECASCTSLDQSCERGREQSLQCRYPTEHCIEVVTLQSTERSLKDEDYTRGCGSLPGCPGTAGFHSNQTFHFLKCCNYTHCNGGPVLDLQSFPPNGFQCYSCEGNNTLGCSSEEASLINCRGPMNQCLVATGLDVLGNRSYTVRGCATASWCQGSHVADSFPTHLNVSVSCCHGSGCNSPTGGA.... Result: 0 (no interaction).